This data is from Reaction yield outcomes from USPTO patents with 853,638 reactions. The task is: Predict the reaction yield, written as a fraction of the theoretical maximum amount of product (1.0 means a 100% yield; for example, 0.34 means a 34% yield). The reactants are [CH:1]1([C:6]2[N:11]=[C:10]([CH2:12][C:13]3[CH:18]=[CH:17][C:16]([CH2:19][C:20](O)=[O:21])=[CH:15][CH:14]=3)[CH:9]=[C:8]([CH2:23][CH3:24])[N:7]=2)[CH2:5][CH2:4][CH2:3][CH2:2]1.S(C)C. The catalyst is C1COCC1.CO. The product is [CH:1]1([C:6]2[N:11]=[C:10]([CH2:12][C:13]3[CH:14]=[CH:15][C:16]([CH2:19][CH2:20][OH:21])=[CH:17][CH:18]=3)[CH:9]=[C:8]([CH2:23][CH3:24])[N:7]=2)[CH2:2][CH2:3][CH2:4][CH2:5]1. The yield is 0.300.